Dataset: Reaction yield outcomes from USPTO patents with 853,638 reactions. Task: Predict the reaction yield, written as a fraction of the theoretical maximum amount of product (1.0 means a 100% yield; for example, 0.34 means a 34% yield). (1) The reactants are [C:1]([C:3]1[S:4][C:5]2[C:11]([C:12]#[N:13])=[C:10](/[N:14]=[CH:15]/[N:16](C)C)[CH:9]=[CH:8][C:6]=2[N:7]=1)#[N:2].N[C:20]1[CH:25]=[CH:24][C:23]([OH:26])=[CH:22][CH:21]=1.[K+].[Br-]. The catalyst is CCOC(C)=O. The product is [OH:26][C:23]1[CH:24]=[CH:25][C:20]([NH:13][C:12]2[C:11]3[C:10](=[CH:9][CH:8]=[C:6]4[N:7]=[C:3]([C:1]#[N:2])[S:4][C:5]4=3)[N:14]=[CH:15][N:16]=2)=[CH:21][CH:22]=1. The yield is 0.800. (2) The reactants are [Br:1][C:2]1[CH:3]=[C:4]([CH2:12][OH:13])[C:5]2[C:10]([CH:11]=1)=[CH:9][CH:8]=[CH:7][CH:6]=2.N1C=CN=C1.[CH3:19][CH:20]([Si:22](Cl)([CH:26]([CH3:28])[CH3:27])[CH:23]([CH3:25])[CH3:24])[CH3:21]. The catalyst is CN(C=O)C.CN(C1C=CN=CC=1)C.[Cl-].[NH4+]. The product is [Br:1][C:2]1[CH:3]=[C:4]([CH2:12][O:13][Si:22]([CH:26]([CH3:28])[CH3:27])([CH:23]([CH3:25])[CH3:24])[CH:20]([CH3:21])[CH3:19])[C:5]2[C:10]([CH:11]=1)=[CH:9][CH:8]=[CH:7][CH:6]=2. The yield is 0.960.